From a dataset of Catalyst prediction with 721,799 reactions and 888 catalyst types from USPTO. Predict which catalyst facilitates the given reaction. (1) Reactant: [NH2:1][C:2]1[C:11]([F:12])=[C:10](F)[C:9]2[O:14][CH2:15][C:16]3([CH2:18][CH2:17]3)[N:7]3[C:8]=2[C:3]=1[C:4](=[O:21])[C:5]([C:19]#[N:20])=[CH:6]3.[N:22]1[CH:27]=[CH:26][CH:25]=[CH:24][C:23]=1[CH2:28][CH2:29][CH2:30][NH2:31].C(N(CC)CC)C.O. Product: [NH2:1][C:2]1[C:11]([F:12])=[C:10]([NH:31][CH2:30][CH2:29][CH2:28][C:23]2[CH:24]=[CH:25][CH:26]=[CH:27][N:22]=2)[C:9]2[O:14][CH2:15][C:16]3([CH2:18][CH2:17]3)[N:7]3[C:8]=2[C:3]=1[C:4](=[O:21])[C:5]([C:19]#[N:20])=[CH:6]3. The catalyst class is: 16. (2) Reactant: [CH2:1]([N:8]1[CH2:13][CH2:12][N:11]([C:14]([O:16][C:17]([CH3:20])([CH3:19])[CH3:18])=[O:15])[C@H:10]([CH2:21][C:22]2[CH:27]=[CH:26][CH:25]=[CH:24][C:23]=2B2OC(C)(C)C(C)(C)O2)[CH2:9]1)[C:2]1[CH:7]=[CH:6][CH:5]=[CH:4][CH:3]=1.S([O-])(O[O-])(=O)=[O:38].[K+].[K+].S([O-])([O-])(=O)=S.[Na+].[Na+]. Product: [CH2:1]([N:8]1[CH2:13][CH2:12][N:11]([C:14]([O:16][C:17]([CH3:18])([CH3:20])[CH3:19])=[O:15])[C@H:10]([CH2:21][C:22]2[CH:27]=[CH:26][CH:25]=[CH:24][C:23]=2[OH:38])[CH2:9]1)[C:2]1[CH:7]=[CH:6][CH:5]=[CH:4][CH:3]=1. The catalyst class is: 95. (3) Reactant: [CH3:1][O:2][C:3]1[CH:4]=[C:5]2[C:10](=[CH:11][CH:12]=1)[C:9]([CH2:13][C:14]1[CH:19]=[CH:18][C:17]([O:20][CH2:21][CH2:22][N:23]3[CH2:28][CH2:27][CH2:26][CH2:25][CH2:24]3)=[CH:16][CH:15]=1)=[C:8](OS(C(F)(F)F)(=O)=O)[CH:7]=[CH:6]2.[F:37][C:38]1[CH:43]=[CH:42][C:41]([F:44])=[CH:40][C:39]=1B(O)O.[F-].[Cs+]. Product: [F:37][C:38]1[CH:43]=[CH:42][C:41]([F:44])=[CH:40][C:39]=1[C:8]1[CH:7]=[CH:6][C:5]2[C:10](=[CH:11][CH:12]=[C:3]([O:2][CH3:1])[CH:4]=2)[C:9]=1[CH2:13][C:14]1[CH:19]=[CH:18][C:17]([O:20][CH2:21][CH2:22][N:23]2[CH2:28][CH2:27][CH2:26][CH2:25][CH2:24]2)=[CH:16][CH:15]=1. The catalyst class is: 235. (4) Reactant: CC1(C)C(C)(C)OB([C:9]2[CH:10]=[CH:11][C:12]([NH2:15])=[N:13][CH:14]=2)O1.I[C:18]1[CH:23]=[N:22][CH:21]=[CH:20][N:19]=1.C1(C)C=CC=CC=1.C([O-])([O-])=O.[Na+].[Na+]. Product: [N:19]1[CH:20]=[CH:21][N:22]=[CH:23][C:18]=1[C:9]1[CH:10]=[CH:11][C:12]([NH2:15])=[N:13][CH:14]=1. The catalyst class is: 461. (5) Reactant: [NH2:1][C:2]1[CH:6]=[C:5]([C:7]2[CH:8]=[N:9][CH:10]=[CH:11][CH:12]=2)[S:4][C:3]=1[C:13]([OH:15])=[O:14].[Cl:16][C:17]1[CH:22]=[CH:21][CH:20]=[C:19]([Cl:23])[C:18]=1[N:24]=[C:25]=[O:26].C(N(CC)CC)C.Cl. Product: [Cl:16][C:17]1[CH:22]=[CH:21][CH:20]=[C:19]([Cl:23])[C:18]=1[NH:24][C:25]([NH:1][C:2]1[CH:6]=[C:5]([C:7]2[CH:8]=[N:9][CH:10]=[CH:11][CH:12]=2)[S:4][C:3]=1[C:13]([OH:15])=[O:14])=[O:26]. The catalyst class is: 3. (6) The catalyst class is: 4. Reactant: C([O:8][CH2:9][C:10]1[S:11][C:12]([C:15]2[CH:20]=[CH:19][CH:18]=[CH:17][N:16]=2)=[N:13][N:14]=1)C1C=CC=CC=1.BrB(Br)Br. Product: [N:16]1[CH:17]=[CH:18][CH:19]=[CH:20][C:15]=1[C:12]1[S:11][C:10]([CH2:9][OH:8])=[N:14][N:13]=1.